Task: Predict the reactants needed to synthesize the given product.. Dataset: Full USPTO retrosynthesis dataset with 1.9M reactions from patents (1976-2016) (1) The reactants are: [F:1][C:2]1[CH:3]=[C:4]([C:8]2[CH:9]=[CH:10][C:11](/[CH:14]=[CH:15]/[CH:16]=O)=[N:12][CH:13]=2)[CH:5]=[CH:6][CH:7]=1.[CH3:18][C:19]1([CH3:27])[CH2:26][C:24](=O)[CH2:23][C:21](=[O:22])[CH2:20]1.[NH2:28][C:29]1[NH:33][N:32]=[C:31]([C:34]([O:36][CH2:37][CH3:38])=[O:35])[CH:30]=1. Given the product [F:1][C:2]1[CH:3]=[C:4]([C:8]2[CH:9]=[CH:10][C:11](/[CH:14]=[CH:15]/[CH:16]3[C:23]4[C:21](=[O:22])[CH2:20][C:19]([CH3:18])([CH3:27])[CH2:26][C:24]=4[NH:28][C:29]4[NH:33][N:32]=[C:31]([C:34]([O:36][CH2:37][CH3:38])=[O:35])[C:30]3=4)=[N:12][CH:13]=2)[CH:5]=[CH:6][CH:7]=1, predict the reactants needed to synthesize it. (2) Given the product [CH:1]([NH:4][C:5]([C:7]1[C:15]2[C:11](=[CH:12][N:13]([CH2:42][C:41]#[CH:40])[N:14]=2)[CH:10]=[C:9]([CH3:16])[C:8]=1[NH:17][C:18]([C:20]1[N:21]([C:27]2[C:32]([Cl:33])=[CH:31][CH:30]=[CH:29][N:28]=2)[N:22]=[C:23]([O:25][CH3:26])[CH:24]=1)=[O:19])=[O:6])([CH3:3])[CH3:2], predict the reactants needed to synthesize it. The reactants are: [CH:1]([NH:4][C:5]([C:7]1[C:15]2[C:11](=[CH:12][NH:13][N:14]=2)[CH:10]=[C:9]([CH3:16])[C:8]=1[NH:17][C:18]([C:20]1[N:21]([C:27]2[C:32]([Cl:33])=[CH:31][CH:30]=[CH:29][N:28]=2)[N:22]=[C:23]([O:25][CH3:26])[CH:24]=1)=[O:19])=[O:6])([CH3:3])[CH3:2].C([O-])([O-])=O.[K+].[K+].[CH2:40](Br)[C:41]#[CH:42].CCOC(C)=O. (3) Given the product [Br:1][C:2]1[C:3]([F:12])=[CH:4][C:5]([N:29]([CH:26]2[CH2:25][CH2:24][C:23]([F:22])([F:34])[CH2:28][CH2:27]2)[CH2:30][CH:31]([CH3:33])[CH3:32])=[C:6]([N+:8]([O-:10])=[O:9])[CH:7]=1, predict the reactants needed to synthesize it. The reactants are: [Br:1][C:2]1[C:3]([F:12])=[CH:4][C:5](F)=[C:6]([N+:8]([O-:10])=[O:9])[CH:7]=1.CCN(C(C)C)C(C)C.[F:22][C:23]1([F:34])[CH2:28][CH2:27][CH:26]([NH:29][CH2:30][CH:31]([CH3:33])[CH3:32])[CH2:25][CH2:24]1. (4) Given the product [CH2:24]([O:23][C:21]([C:4]1[C:3]2[CH:6]=[CH:7][C:8]([O:10][CH3:11])=[CH:9][C:2]=2[O:1][CH:26]=1)=[O:22])[CH3:25], predict the reactants needed to synthesize it. The reactants are: [OH:1][C:2]1[CH:9]=[C:8]([O:10][CH3:11])[CH:7]=[CH:6][C:3]=1[CH:4]=O.[H+].[B-](F)(F)(F)F.[N+](=C[C:21]([O:23][CH2:24][CH3:25])=[O:22])=[N-].[CH2:26](Cl)Cl. (5) The reactants are: C(Cl)Cl.[CH3:4][S:5][C:6]1[CH:16]=[C:15]2[C:10](=[C:11]([C:17]3[CH:22]=[CH:21][CH:20]=[CH:19][CH:18]=3)[C:12]([O:14]2)=[O:13])[CH:9]=[CH:8][CH:7]=1.C[OH:24]. Given the product [CH3:4][S:5][C:6]1[CH:16]=[C:15]2[C:10](=[C:11]([C:17]3[CH:22]=[CH:21][C:20]([OH:24])=[CH:19][CH:18]=3)[C:12]([O:14]2)=[O:13])[CH:9]=[CH:8][CH:7]=1, predict the reactants needed to synthesize it. (6) Given the product [C:4]([CH2:5][N:6]1[C:7]([C:21]([OH:23])=[O:22])=[C:8]2[O:20][CH2:19][CH2:18][CH2:17][O:16][C:9]2=[C:10]1[C:11]([OH:13])=[O:12])([OH:26])=[O:3], predict the reactants needed to synthesize it. The reactants are: C([O:3][C:4](=[O:26])[CH2:5][N:6]1[C:10]([C:11]([O:13]CC)=[O:12])=[C:9]2[O:16][CH2:17][CH2:18][CH2:19][O:20][C:8]2=[C:7]1[C:21]([O:23]CC)=[O:22])C.O.[OH-].[K+]. (7) The reactants are: [CH3:1][C:2]([C:5]#[C:6]/[CH:7]=[CH:8]/[CH2:9][N:10]([CH2:12][C:13]1[CH:14]=[CH:15][CH:16]=[C:17]2[CH:22]=[CH:21][CH:20]=[CH:19][C:18]=12)[CH3:11])([CH3:4])[CH3:3].[ClH:23]. Given the product [CH3:4][C:2]([C:5]#[C:6]/[CH:7]=[CH:8]/[CH2:9][N:10]([CH2:12][C:13]1[CH:14]=[CH:15][CH:16]=[C:17]2[CH:22]=[CH:21][CH:20]=[CH:19][C:18]=12)[CH3:11])([CH3:1])[CH3:3].[ClH:23], predict the reactants needed to synthesize it.